From a dataset of Peptide-MHC class I binding affinity with 185,985 pairs from IEDB/IMGT. Regression. Given a peptide amino acid sequence and an MHC pseudo amino acid sequence, predict their binding affinity value. This is MHC class I binding data. (1) The peptide sequence is AQSDFMSWV. The MHC is HLA-B46:01 with pseudo-sequence HLA-B46:01. The binding affinity (normalized) is 0.0847. (2) The peptide sequence is FPVRPQVPT. The MHC is H-2-Ld with pseudo-sequence H-2-Ld. The binding affinity (normalized) is 0. (3) The peptide sequence is HLYYFITYY. The MHC is HLA-A03:01 with pseudo-sequence HLA-A03:01. The binding affinity (normalized) is 0.537. (4) The peptide sequence is FLEQGGFKA. The MHC is HLA-A03:01 with pseudo-sequence HLA-A03:01. The binding affinity (normalized) is 0.0847. (5) The peptide sequence is KMVGTVQRV. The MHC is HLA-A69:01 with pseudo-sequence HLA-A69:01. The binding affinity (normalized) is 0.0847. (6) The peptide sequence is GTSNWTGNY. The MHC is HLA-A68:01 with pseudo-sequence HLA-A68:01. The binding affinity (normalized) is 0.240. (7) The peptide sequence is NYYAPRIQF. The MHC is HLA-A30:01 with pseudo-sequence HLA-A30:01. The binding affinity (normalized) is 0.0847. (8) The peptide sequence is MLPESDLDK. The MHC is HLA-A11:01 with pseudo-sequence HLA-A11:01. The binding affinity (normalized) is 0.294.